Dataset: Catalyst prediction with 721,799 reactions and 888 catalyst types from USPTO. Task: Predict which catalyst facilitates the given reaction. (1) Reactant: [NH2:1][C@@H:2]1[C:16](=[O:17])[N:15]2[CH2:18][C@H:19]([O:21][C:22]3[C:31]4[C:26](=[CH:27][C:28]([O:32][CH3:33])=[CH:29][CH:30]=4)[CH:25]=[CH:24][N:23]=3)[CH2:20][C@H:14]2[C:13](=[O:34])[NH:12][C@:11]2([C:36]([NH:38][S:39]([C:42]3([CH3:45])[CH2:44][CH2:43]3)(=[O:41])=[O:40])=[O:37])[CH2:35][C@H:10]2[CH:9]=[CH:8][CH2:7][CH2:6][C@@H:5]([CH3:46])[O:4][C@H:3]1[CH3:47].C(O)(C(F)(F)F)=O.[C:55](=O)([O:63][C:64]([CH3:70])([CH3:69])[C:65]([F:68])([F:67])[F:66])[O:56]C1C=CC=CN=1.C(N(C(C)C)C(C)C)C. Product: [CH3:33][O:32][C:28]1[CH:27]=[C:26]2[C:31](=[CH:30][CH:29]=1)[C:22]([O:21][C@H:19]1[CH2:18][N:15]3[C:16](=[O:17])[C@@H:2]([NH:1][C:55](=[O:56])[O:63][C:64]([CH3:70])([CH3:69])[C:65]([F:68])([F:67])[F:66])[C@H:3]([CH3:47])[O:4][C@H:5]([CH3:46])[CH2:6][CH2:7][CH:8]=[CH:9][C@@H:10]4[CH2:35][C@@:11]4([C:36](=[O:37])[NH:38][S:39]([C:42]4([CH3:45])[CH2:43][CH2:44]4)(=[O:40])=[O:41])[NH:12][C:13](=[O:34])[C@@H:14]3[CH2:20]1)=[N:23][CH:24]=[CH:25]2. The catalyst class is: 2. (2) Reactant: [NH2:1][N:2]1[C:11](=[O:12])[C:10]2[C:5](=[CH:6][C:7](F)=[C:8]([F:13])[CH:9]=2)[N:4]([CH:15]2[CH2:17][CH2:16]2)[C:3]1=[O:18].C(N(CC)CC)C.[C:26]([O:30][C:31](=[O:38])[NH:32][C@H:33]1[CH2:37][CH2:36][NH:35][CH2:34]1)([CH3:29])([CH3:28])[CH3:27]. Product: [NH2:1][N:2]1[C:11](=[O:12])[C:10]2[C:5](=[CH:6][C:7]([N:35]3[CH2:36][CH2:37][C@H:33]([NH:32][C:31]([O:30][C:26]([CH3:29])([CH3:28])[CH3:27])=[O:38])[CH2:34]3)=[C:8]([F:13])[CH:9]=2)[N:4]([CH:15]2[CH2:17][CH2:16]2)[C:3]1=[O:18]. The catalyst class is: 10. (3) Reactant: Cl[C:2]1[C:11]2[C:6](=[CH:7][C:8]([O:14][CH3:15])=[C:9]([O:12][CH3:13])[CH:10]=2)[N:5]=[CH:4][N:3]=1.[C:16]([NH:23][CH:24]1[CH2:29][CH2:28][NH:27][CH2:26][CH2:25]1)([O:18][C:19]([CH3:22])([CH3:21])[CH3:20])=[O:17].CCN(C(C)C)C(C)C. Product: [C:19]([O:18][C:16](=[O:17])[NH:23][CH:24]1[CH2:29][CH2:28][N:27]([C:2]2[C:11]3[C:6](=[CH:7][C:8]([O:14][CH3:15])=[C:9]([O:12][CH3:13])[CH:10]=3)[N:5]=[CH:4][N:3]=2)[CH2:26][CH2:25]1)([CH3:22])([CH3:20])[CH3:21]. The catalyst class is: 41. (4) Reactant: ClC1C=C(C=CC=1)C(OO)=[O:6].[CH3:12][CH2:13][C:14]1[CH2:31][N:29]2[CH2:30][C@H:16]([CH2:17][C@:18]([C:65]([O:67][CH3:68])=[O:66])([C:32]3[CH:33]=[C:34]4[C@:42]56[C@@H:46]7[C@:47]([CH2:62][CH3:63])([C@@H:51]([O:58][C:59]([CH3:61])=[O:60])[C@:52]([OH:57])([C:53]([O:55][CH3:56])=[O:54])[C@@H:41]5[N:40]([CH3:64])[C:35]4=[CH:36][C:37]=3[O:38][CH3:39])[CH:48]=[CH:49][CH2:50][N:45]7[CH2:44][CH2:43]6)[C:19]3[NH:27][C:26]4[CH:25]=[CH:24][CH:23]=[CH:22][C:21]=4[C:20]=3[CH2:28]2)[CH:15]=1.C(=O)([O-])[O-].[Na+].[Na+]. The catalyst class is: 22. Product: [CH3:12][CH2:13][C:14]1[CH2:31][N:29]2[CH2:30][C@@H:16]([CH2:17][C@:18]([C:65]([O:67][CH3:68])=[O:66])([C:32]3[CH:33]=[C:34]4[C@@:42]56[C@@H:41]([N:40]([CH3:64])[C:35]4=[CH:36][C:37]=3[O:38][CH3:39])[C@@:52]([OH:57])([C:53]([O:55][CH3:56])=[O:54])[C@H:51]([O:58][C:59]([CH3:61])=[O:60])[C@:47]3([CH2:62][CH3:63])[CH:48]=[CH:49][CH2:50][N:45]([C@H:46]53)[CH2:44][CH2:43]6)[C:19]3[NH+:27]([O-:6])[C:26]4[C:21](=[CH:22][CH:23]=[CH:24][CH:25]=4)[C:20]=3[CH2:28]2)[CH:15]=1. (5) Reactant: [CH:1]([O:4][C:5]([N:7]1[CH2:12][CH2:11][CH:10]([O:13][N:14]=[C:15]2[CH2:20][CH2:19][N:18]([C:21]3[CH:26]=[C:25]([F:27])[C:24]([C:28]([OH:30])=O)=[CH:23][C:22]=3[F:31])[CH2:17][CH2:16]2)[CH2:9][CH2:8]1)=[O:6])([CH3:3])[CH3:2].[CH3:32][NH:33][CH3:34].C1C=CC2N(O)N=NC=2C=1.C(Cl)CCl. Product: [CH:1]([O:4][C:5]([N:7]1[CH2:8][CH2:9][CH:10]([O:13][N:14]=[C:15]2[CH2:20][CH2:19][N:18]([C:21]3[CH:26]=[C:25]([F:27])[C:24]([C:28](=[O:30])[N:33]([CH3:34])[CH3:32])=[CH:23][C:22]=3[F:31])[CH2:17][CH2:16]2)[CH2:11][CH2:12]1)=[O:6])([CH3:3])[CH3:2]. The catalyst class is: 2. (6) Reactant: [NH2:1][C:2]1[CH:3]=[C:4]([NH:9][S:10]([CH3:13])(=[O:12])=[O:11])[C:5]([Cl:8])=[N:6][CH:7]=1.F[C:15]1[C:20]([C:21]2[N:26]=[C:25]([CH3:27])[N:24]=[C:23]([NH2:28])[N:22]=2)=[CH:19][C:18]([CH:29]2[CH2:34][CH2:33][O:32][CH2:31][CH2:30]2)=[CH:17][N:16]=1.C[Si]([N-][Si](C)(C)C)(C)C.[Na+].Cl. Product: [NH2:28][C:23]1[N:24]=[C:25]([CH3:27])[N:26]=[C:21]([C:20]2[C:15]([NH:1][C:2]3[CH:3]=[C:4]([NH:9][S:10]([CH3:13])(=[O:12])=[O:11])[C:5]([Cl:8])=[N:6][CH:7]=3)=[N:16][CH:17]=[C:18]([CH:29]3[CH2:30][CH2:31][O:32][CH2:33][CH2:34]3)[CH:19]=2)[N:22]=1. The catalyst class is: 18.